This data is from Catalyst prediction with 721,799 reactions and 888 catalyst types from USPTO. The task is: Predict which catalyst facilitates the given reaction. (1) Reactant: Br[CH2:2][CH2:3][CH2:4][CH2:5][CH2:6][C:7]([NH:9][CH2:10][C:11]1[CH:16]=[CH:15][CH:14]=[CH:13][N:12]=1)=[O:8].[CH3:17][O:18][C:19]1[CH:24]=[CH:23][C:22]([C:25]2[CH:30]=[CH:29][CH:28]=[CH:27][C:26]=2[N:31]2[CH2:36][CH2:35][NH:34][CH2:33][CH2:32]2)=[CH:21][CH:20]=1.C([O-])([O-])=O.[K+].[K+]. Product: [CH3:17][O:18][C:19]1[CH:20]=[CH:21][C:22]([C:25]2[CH:30]=[CH:29][CH:28]=[CH:27][C:26]=2[N:31]2[CH2:36][CH2:35][N:34]([CH2:2][CH2:3][CH2:4][CH2:5][CH2:6][C:7]([NH:9][CH2:10][C:11]3[CH:16]=[CH:15][CH:14]=[CH:13][N:12]=3)=[O:8])[CH2:33][CH2:32]2)=[CH:23][CH:24]=1. The catalyst class is: 10. (2) Reactant: [S:1]([Cl:4])([Cl:3])=[O:2].[NH:5]1[C:9]2[CH:10]=[CH:11][CH:12]=[CH:13][C:8]=2[N:7]=[N:6]1.C(O)(=O)C1C=CC=CC=1. Product: [O:2]=[S:1]([Cl:4])[Cl:3].[NH:5]1[C:9]2[CH:10]=[CH:11][CH:12]=[CH:13][C:8]=2[N:7]=[N:6]1. The catalyst class is: 2. (3) Reactant: C[O:2][CH:3]=[C:4]1[CH2:7][C:6]2([CH2:12][CH2:11][N:10]([C:13]([O:15][CH2:16][C:17]3[CH:22]=[CH:21][CH:20]=[CH:19][CH:18]=3)=[O:14])[CH2:9][CH2:8]2)[CH2:5]1.Cl. Product: [CH:3]([CH:4]1[CH2:5][C:6]2([CH2:8][CH2:9][N:10]([C:13]([O:15][CH2:16][C:17]3[CH:18]=[CH:19][CH:20]=[CH:21][CH:22]=3)=[O:14])[CH2:11][CH2:12]2)[CH2:7]1)=[O:2]. The catalyst class is: 10. (4) Reactant: [H-].[Na+].[C:3]1([C:9]2[C:17]3[C:12](=[CH:13][C:14]([C:18]([F:21])([F:20])[F:19])=[CH:15][CH:16]=3)[NH:11][N:10]=2)[CH:8]=[CH:7][CH:6]=[CH:5][CH:4]=1.Br[CH2:23][C:24]1[S:25][CH:26]=[C:27]([C:29]([O:31][CH2:32][CH3:33])=[O:30])[N:28]=1.O. Product: [C:3]1([C:9]2[C:17]3[C:12](=[CH:13][C:14]([C:18]([F:20])([F:21])[F:19])=[CH:15][CH:16]=3)[N:11]([CH2:23][C:24]3[S:25][CH:26]=[C:27]([C:29]([O:31][CH2:32][CH3:33])=[O:30])[N:28]=3)[N:10]=2)[CH:4]=[CH:5][CH:6]=[CH:7][CH:8]=1. The catalyst class is: 9. (5) Reactant: [OH:1][C:2]1[CH:16]=[CH:15][C:5]2[C:6]3[C:11]([CH2:12][CH2:13][C:4]=2[CH:3]=1)=[N:10][NH:9][C:8](=[O:14])[CH:7]=3.Br[CH2:18][CH2:19][CH2:20][Cl:21].C(=O)([O-])[O-].[K+].[K+]. Product: [Cl:21][CH2:20][CH2:19][CH2:18][O:1][C:2]1[CH:16]=[CH:15][C:5]2[C:6]3[C:11]([CH2:12][CH2:13][C:4]=2[CH:3]=1)=[N:10][NH:9][C:8](=[O:14])[CH:7]=3. The catalyst class is: 10. (6) Reactant: [CH2:1]([N:3]1[CH2:8][N:7]([CH3:9])[CH2:6][N:5]([C:10]2[S:11][C:12]3[C:18]([CH2:19]I)=[CH:17][C:16]([C:21]4[CH:22]=[N:23][C:24]([N:27]5[CH2:32][CH2:31][C:30]([CH3:38])([C:33]([O:35][CH2:36][CH3:37])=[O:34])[CH2:29][CH2:28]5)=[N:25][CH:26]=4)=[CH:15][C:13]=3[N:14]=2)[C:4]1=[O:39])[CH3:2].[CH3:40][O:41][CH2:42][CH2:43][OH:44].[H-].[Na+]. Product: [CH2:1]([N:3]1[CH2:8][N:7]([CH3:9])[CH2:6][N:5]([C:10]2[S:11][C:12]3[C:18]([CH2:19][O:44][CH2:43][CH2:42][O:41][CH3:40])=[CH:17][C:16]([C:21]4[CH:22]=[N:23][C:24]([N:27]5[CH2:32][CH2:31][C:30]([CH3:38])([C:33]([O:35][CH2:36][CH3:37])=[O:34])[CH2:29][CH2:28]5)=[N:25][CH:26]=4)=[CH:15][C:13]=3[N:14]=2)[C:4]1=[O:39])[CH3:2]. The catalyst class is: 49.